Task: Regression. Given a peptide amino acid sequence and an MHC pseudo amino acid sequence, predict their binding affinity value. This is MHC class II binding data.. Dataset: Peptide-MHC class II binding affinity with 134,281 pairs from IEDB (1) The binding affinity (normalized) is 0.593. The peptide sequence is ALAAAGLVGVLAGLAK. The MHC is DRB1_1101 with pseudo-sequence DRB1_1101. (2) The peptide sequence is LSSNDLAKYKANWIE. The MHC is HLA-DPA10103-DPB10401 with pseudo-sequence HLA-DPA10103-DPB10401. The binding affinity (normalized) is 0.0470. (3) The peptide sequence is AFILDGDNLFPKK. The MHC is DRB3_0101 with pseudo-sequence DRB3_0101. The binding affinity (normalized) is 0.705. (4) The peptide sequence is EELSTLYEALTEDQI. The MHC is DRB1_0101 with pseudo-sequence DRB1_0101. The binding affinity (normalized) is 0.268. (5) The peptide sequence is SACLSPQAYQQGVTVDSIGMLPRFIPENQRTVAVY. The MHC is DRB5_0101 with pseudo-sequence DRB5_0101. The binding affinity (normalized) is 0.610.